This data is from Reaction yield outcomes from USPTO patents with 853,638 reactions. The task is: Predict the reaction yield, written as a fraction of the theoretical maximum amount of product (1.0 means a 100% yield; for example, 0.34 means a 34% yield). (1) The yield is 0.464. The reactants are [N:1]([C:9]1[CH:14]=[CH:13][CH:12]=[CH:11][CH:10]=1)=[N:1][C:9]1[CH:14]=[CH:13][CH:12]=[CH:11][CH:10]=1.[C:15]1([C:21]#[C:22][CH2:23][CH2:24][CH2:25][C:26]#[C:27][C:28]2[CH:33]=[CH:32][CH:31]=[CH:30][CH:29]=2)[CH:20]=[CH:19][CH:18]=[CH:17][CH:16]=1.FC(F)(F)C1C=CC=CC=1. The product is [C:15]1([C:21]2[N:1]([C:9]3[CH:10]=[CH:11][CH:12]=[CH:13][CH:14]=3)[C:27]([C:28]3[CH:29]=[CH:30][CH:31]=[CH:32][CH:33]=3)=[C:26]3[CH2:25][CH2:24][CH2:23][C:22]=23)[CH:20]=[CH:19][CH:18]=[CH:17][CH:16]=1. No catalyst specified. (2) The reactants are [NH2:1][C:2]1[C:7]([C:8]([C:10]2[CH:15]=[C:14]([F:16])[CH:13]=[CH:12][C:11]=2[O:17][CH3:18])=[O:9])=[CH:6][N:5]=[C:4]([NH:19][CH:20]2[CH2:25][CH2:24][N:23]([S:26]([CH2:29][CH2:30][CH2:31]Cl)(=[O:28])=[O:27])[CH2:22][CH2:21]2)[N:3]=1.[I-].[K+].[NH:35]1[CH2:39][CH2:38][CH2:37][CH2:36]1. The catalyst is O1CCOCC1. The product is [NH2:1][C:2]1[C:7]([C:8]([C:10]2[CH:15]=[C:14]([F:16])[CH:13]=[CH:12][C:11]=2[O:17][CH3:18])=[O:9])=[CH:6][N:5]=[C:4]([NH:19][CH:20]2[CH2:25][CH2:24][N:23]([S:26]([CH2:29][CH2:30][CH2:31][N:35]3[CH2:39][CH2:38][CH2:37][CH2:36]3)(=[O:28])=[O:27])[CH2:22][CH2:21]2)[N:3]=1. The yield is 0.400. (3) The reactants are Cl[C:2]1[N:7]=[C:6]([C:8]2[S:12][C:11]([N:13]3[CH2:18][C@H:17]([CH3:19])[O:16][C@H:15]([CH3:20])[CH2:14]3)=[N:10][C:9]=2[C:21]2[C:22]([F:39])=[C:23]([NH:27][S:28]([C:31]3[CH:36]=[C:35]([F:37])[CH:34]=[CH:33][C:32]=3[F:38])(=[O:30])=[O:29])[CH:24]=[CH:25][CH:26]=2)[CH:5]=[CH:4][N:3]=1.[NH4+:40].[OH-]. The catalyst is O1CCOCC1. The product is [NH2:40][C:2]1[N:7]=[C:6]([C:8]2[S:12][C:11]([N:13]3[CH2:18][C@H:17]([CH3:19])[O:16][C@H:15]([CH3:20])[CH2:14]3)=[N:10][C:9]=2[C:21]2[C:22]([F:39])=[C:23]([NH:27][S:28]([C:31]3[CH:36]=[C:35]([F:37])[CH:34]=[CH:33][C:32]=3[F:38])(=[O:30])=[O:29])[CH:24]=[CH:25][CH:26]=2)[CH:5]=[CH:4][N:3]=1. The yield is 0.750.